This data is from Catalyst prediction with 721,799 reactions and 888 catalyst types from USPTO. The task is: Predict which catalyst facilitates the given reaction. Reactant: [CH3:1][S:2][C:3]1[N:8]=[C:7]([O:9][C:10]2[C:19]3[C:14](=[CH:15][CH:16]=[CH:17][CH:18]=3)[C:13]([NH2:20])=[CH:12][CH:11]=2)[CH:6]=[CH:5][N:4]=1.[F:21][C:22]1[CH:27]=[CH:26][C:25]([C:28]2[CH:29]=[C:30]([CH:34]=[CH:35][CH:36]=2)[C:31](O)=[O:32])=[C:24]([CH3:37])[CH:23]=1.CN(C(ON1N=NC2C=CC=CC1=2)=[N+](C)C)C.F[P-](F)(F)(F)(F)F.C(N(C(C)C)CC)(C)C. Product: [CH3:1][S:2][C:3]1[N:8]=[C:7]([O:9][C:10]2[C:19]3[C:14](=[CH:15][CH:16]=[CH:17][CH:18]=3)[C:13]([NH:20][C:31]([C:30]3[CH:29]=[C:28]([C:25]4[CH:26]=[CH:27][C:22]([F:21])=[CH:23][C:24]=4[CH3:37])[CH:36]=[CH:35][CH:34]=3)=[O:32])=[CH:12][CH:11]=2)[CH:6]=[CH:5][N:4]=1. The catalyst class is: 42.